From a dataset of Reaction yield outcomes from USPTO patents with 853,638 reactions. Predict the reaction yield, written as a fraction of the theoretical maximum amount of product (1.0 means a 100% yield; for example, 0.34 means a 34% yield). (1) The reactants are [Cl-].O[NH3+:3].[C:4](=[O:7])([O-])[OH:5].[Na+].CS(C)=O.[O:13]=[C:14]1[C:19]([CH2:20][C:21]2[CH:26]=[CH:25][C:24]([C:27]3[C:28]([C:33]#[N:34])=[CH:29][CH:30]=[CH:31][CH:32]=3)=[CH:23][CH:22]=2)=[C:18]([CH2:35][CH2:36][CH3:37])[N:17]2[N:38]=[CH:39][N:40]=[C:16]2[N:15]1[C@H:41]1[CH2:46][CH2:45][C@H:44]([NH:47][CH:48]2[CH2:53][CH2:52][O:51][CH2:50][CH2:49]2)[CH2:43][CH2:42]1. The catalyst is O.C(OCC)(=O)C. The product is [O:7]=[C:4]1[O:5][N:3]=[C:33]([C:28]2[CH:29]=[CH:30][CH:31]=[CH:32][C:27]=2[C:24]2[CH:23]=[CH:22][C:21]([CH2:20][C:19]3[C:14](=[O:13])[N:15]([C@H:41]4[CH2:46][CH2:45][C@H:44]([NH:47][CH:48]5[CH2:53][CH2:52][O:51][CH2:50][CH2:49]5)[CH2:43][CH2:42]4)[C:16]4[N:17]([N:38]=[CH:39][N:40]=4)[C:18]=3[CH2:35][CH2:36][CH3:37])=[CH:26][CH:25]=2)[NH:34]1. The yield is 0.410. (2) The reactants are [CH3:1][C:2]1O[C:6](=[O:8])[CH:5]=[C:4]([C:9]([OH:11])=[O:10])[CH:3]=1.[CH3:12][O:13][C:14](=[O:23])[C:15]1[CH:20]=[CH:19][C:18]([CH3:21])=[C:17]([NH2:22])[CH:16]=1. The catalyst is C(O)CCC. The product is [CH3:12][O:13][C:14]([C:15]1[CH:20]=[CH:19][C:18]([CH3:21])=[C:17]([N:22]2[C:2]([CH3:1])=[CH:3][C:4]([C:9]([OH:11])=[O:10])=[CH:5][C:6]2=[O:8])[CH:16]=1)=[O:23]. The yield is 0.320. (3) The reactants are Br[C:2]1[C:10]2[C:6](=[N:7][N:8]([C:11]3[CH:16]=[CH:15][N:14]=[CH:13][CH:12]=3)[N:9]=2)[C:5]([Br:17])=[CH:4][CH:3]=1.[CH2:18]([C:24]1([CH2:43][CH2:44][CH2:45][CH2:46][CH2:47][CH3:48])[C:36]2[CH:35]=[C:34](B(O)O)[CH:33]=[CH:32][C:31]=2[C:30]2[C:25]1=[CH:26][C:27](B(O)O)=[CH:28][CH:29]=2)[CH2:19][CH2:20][CH2:21][CH2:22][CH3:23].C(=O)([O-])[O-].[Na+].[Na+].[Br:55][C:56]1[CH:61]=[CH:60][C:59](CCCC)=[CH:58][CH:57]=1. The catalyst is O.C1C=CC([P]([Pd]([P](C2C=CC=CC=2)(C2C=CC=CC=2)C2C=CC=CC=2)([P](C2C=CC=CC=2)(C2C=CC=CC=2)C2C=CC=CC=2)[P](C2C=CC=CC=2)(C2C=CC=CC=2)C2C=CC=CC=2)(C2C=CC=CC=2)C2C=CC=CC=2)=CC=1.C1(C)C=CC=CC=1.C(O)CCC. The product is [Br:17][C:5]1[C:6]2=[N:7][N:8]([C:11]3[CH:16]=[CH:15][N:14]=[CH:13][CH:12]=3)[N:9]=[C:10]2[C:2]([C:27]2[CH:28]=[CH:29][C:30]3[C:31]4[C:36](=[CH:35][C:34]([C:59]5[C:58]6[C:57](=[N:7][N:8]([C:11]7[CH:16]=[CH:15][N:14]=[CH:13][CH:12]=7)[N:9]=6)[C:56]([Br:55])=[CH:61][CH:60]=5)=[CH:33][CH:32]=4)[C:24]([CH2:18][CH2:19][CH2:20][CH2:21][CH2:22][CH3:23])([CH2:43][CH2:44][CH2:45][CH2:46][CH2:47][CH3:48])[C:25]=3[CH:26]=2)=[CH:3][CH:4]=1. The yield is 0.100. (4) The reactants are [CH3:1][C:2]1([CH3:18])[O:6][C@H:5]([CH2:7][O:8][C:9]2[CH:14]=[CH:13][N+:12]([O-])=[C:11]([CH3:16])[C:10]=2[CH3:17])[CH2:4][O:3]1.C(OC(=O)C)(=[O:21])C. No catalyst specified. The product is [CH3:1][C:2]1([CH3:18])[O:6][C@H:5]([CH2:7][O:8][C:9]2[CH:14]=[CH:13][N:12]=[C:11]([CH2:16][OH:21])[C:10]=2[CH3:17])[CH2:4][O:3]1. The yield is 0.419. (5) The reactants are [Br:1][CH2:2][CH2:3][CH2:4][CH2:5][CH2:6][C:7]([OH:9])=[O:8].[CH3:10]O. No catalyst specified. The product is [Br:1][CH2:2][CH2:3][CH2:4][CH2:5][CH2:6][C:7]([O:9][CH3:10])=[O:8]. The yield is 0.990. (6) The reactants are Br[C:2]1[CH:3]=[C:4]2[C:8](=[CH:9][CH:10]=1)[NH:7][N:6]=[C:5]2C.C[C:13]([O-:15])=[O:14].[Na+].[CH3:17]N(C=O)C.C(O)(=O)CC(CC(O)=O)(C(O)=O)O. The catalyst is CO.Cl[Pd]Cl.O.C1C=CC(P(C2C=CC=CC=2)[C-]2C=CC=C2)=CC=1.C1C=CC(P(C2C=CC=CC=2)[C-]2C=CC=C2)=CC=1.[Fe+2]. The product is [CH3:17][O:15][C:13]([C:2]1[CH:3]=[C:4]2[C:8](=[CH:9][CH:10]=1)[NH:7][N:6]=[CH:5]2)=[O:14]. The yield is 0.800. (7) The reactants are Cl[C:2]1[CH:3]=[CH:4][C:5]([O:28][CH3:29])=[C:6]([C:8]2[C:17]3[C:12](=[CH:13][C:14]([S:18]([NH:21][C:22]4[CH:27]=[CH:26][N:25]=[CH:24][N:23]=4)(=[O:20])=[O:19])=[CH:15][CH:16]=3)[CH:11]=[CH:10][N:9]=2)[CH:7]=1.[F:30][C:31]([F:42])([F:41])[C:32]1[CH:33]=[C:34](B(O)O)[CH:35]=[CH:36][CH:37]=1.C1(P(C2CCCCC2)C2C=CC=CC=2C2C(OC)=CC=CC=2OC)CCCCC1.P([O-])([O-])([O-])=O.[K+].[K+].[K+]. No catalyst specified. The product is [CH3:29][O:28][C:5]1[CH:4]=[CH:3][C:2]([C:36]2[CH:35]=[CH:34][CH:33]=[C:32]([C:31]([F:42])([F:41])[F:30])[CH:37]=2)=[CH:7][C:6]=1[C:8]1[C:17]2[C:12](=[CH:13][C:14]([S:18]([NH:21][C:22]3[CH:27]=[CH:26][N:25]=[CH:24][N:23]=3)(=[O:20])=[O:19])=[CH:15][CH:16]=2)[CH:11]=[CH:10][N:9]=1. The yield is 0.438. (8) The reactants are [Na].[CH:2]([CH:4]1[CH2:9][CH2:8][CH2:7][CH2:6][C:5]1=O)=O.[C:11]([CH2:13][C:14]([NH2:16])=[O:15])#[N:12].C(O)(=O)C.N1CCCCC1. The catalyst is C1(C)C=CC=CC=1.ClCCl.C(OCC)(=O)C.C(OCC)C.C(O)(=O)C. The product is [O:15]=[C:14]1[C:13]([C:11]#[N:12])=[CH:2][C:4]2[CH2:9][CH2:8][CH2:7][CH2:6][C:5]=2[NH:16]1. The yield is 0.318. (9) The catalyst is CC#N. The product is [CH2:11]([O:10][PH:9](=[O:18])[O:8][CH2:1][C:2]1[CH:3]=[CH:4][CH:5]=[CH:6][CH:7]=1)[C:12]1[CH:13]=[CH:14][CH:15]=[CH:16][CH:17]=1. The reactants are [CH2:1]([O:8][P:9]([O-:18])[O:10][CH2:11][C:12]1[CH:17]=[CH:16][CH:15]=[CH:14][CH:13]=1)[C:2]1[CH:7]=[CH:6][CH:5]=[CH:4][CH:3]=1.IC1C=CC=C(CC([O-])=O)C=1CC([O-])=O. The yield is 0.880.